From a dataset of Catalyst prediction with 721,799 reactions and 888 catalyst types from USPTO. Predict which catalyst facilitates the given reaction. (1) Reactant: [OH-].[Na+].[C:3]([C:7]1[N:11]([C:12]2[CH:17]=[CH:16][C:15]([Cl:18])=[C:14]([C:19]([F:22])([F:21])[F:20])[CH:13]=2)[N:10]=[CH:9][C:8]=1[C:23]([O:25]CC)=[O:24])([CH3:6])([CH3:5])[CH3:4]. The catalyst class is: 5. Product: [C:3]([C:7]1[N:11]([C:12]2[CH:17]=[CH:16][C:15]([Cl:18])=[C:14]([C:19]([F:20])([F:22])[F:21])[CH:13]=2)[N:10]=[CH:9][C:8]=1[C:23]([OH:25])=[O:24])([CH3:6])([CH3:4])[CH3:5]. (2) Reactant: [F:1][C:2]1[CH:7]=[CH:6][C:5]([C:8]2[CH:13]=[CH:12][C:11]([C:14]([NH:16][C:17]3[CH:26]=[CH:25][C:24]4[CH2:23][CH:22]([CH2:27][N:28]([CH3:30])[CH3:29])[CH2:21][CH2:20][C:19]=4[CH:18]=3)=[O:15])=[CH:10][CH:9]=2)=[CH:4][CH:3]=1.[ClH:31].C(OCC)(=O)C. Product: [ClH:31].[CH3:30][N:28]([CH2:27][CH:22]1[CH2:21][CH2:20][C:19]2[CH:18]=[C:17]([NH:16][C:14]([C:11]3[CH:12]=[CH:13][C:8]([C:5]4[CH:4]=[CH:3][C:2]([F:1])=[CH:7][CH:6]=4)=[CH:9][CH:10]=3)=[O:15])[CH:26]=[CH:25][C:24]=2[CH2:23]1)[CH3:29]. The catalyst class is: 13. (3) Reactant: [CH2:1]([N:8]1[C:17]2[C:12](=[CH:13][C:14]([C:18]([F:21])([F:20])[F:19])=[CH:15][CH:16]=2)[CH2:11][CH:10](C(O)=O)[CH2:9]1)[C:2]1[CH:7]=[CH:6][CH:5]=[CH:4][CH:3]=1.C1(P(N=[N+]=[N-])(C2C=CC=CC=2)=[O:32])C=CC=CC=1.C([N:44]([CH2:47]C)CC)C.[CH2:49]([OH:56])[C:50]1[CH:55]=[CH:54][CH:53]=[CH:52][CH:51]=1. Product: [CH2:1]([N:8]1[C:17]2[C:12](=[CH:13][C:14]([C:18]([F:19])([F:20])[F:21])=[CH:15][CH:16]=2)[CH2:11][CH:10]([NH:44][C:47](=[O:32])[O:56][CH2:49][C:50]2[CH:55]=[CH:54][CH:53]=[CH:52][CH:51]=2)[CH2:9]1)[C:2]1[CH:3]=[CH:4][CH:5]=[CH:6][CH:7]=1. The catalyst class is: 12. (4) Reactant: [NH2:1][C:2]1[CH:3]=[C:4]2[C:8](=[CH:9][CH:10]=1)[NH:7][CH:6]=[CH:5]2.C(=O)([O-])O.[Na+].[Br:16][C:17]1[N:18]=[C:19]2[N:23]([C:24]=1[S:25](Cl)(=[O:27])=[O:26])[CH:22]=[CH:21][S:20]2.C(Cl)(Cl)Cl.CO. Product: [NH:7]1[C:8]2[C:4](=[CH:3][C:2]([NH:1][S:25]([C:24]3[N:23]4[C:19]([S:20][CH:21]=[CH:22]4)=[N:18][C:17]=3[Br:16])(=[O:26])=[O:27])=[CH:10][CH:9]=2)[CH:5]=[CH:6]1. The catalyst class is: 10. (5) Reactant: [Cl:1][C:2]1[CH:7]=[CH:6][CH:5]=[C:4]([CH2:8][C:9]2[N:14]=[C:13]([O:15]C)[CH:12]=[C:11]([O:17][CH3:18])[N:10]=2)[C:3]=1[NH:19][S:20]([CH:23]([F:25])[F:24])(=[O:22])=[O:21].Br. Product: [Cl:1][C:2]1[CH:7]=[CH:6][CH:5]=[C:4]([CH2:8][C:9]2[N:14]=[C:13]([OH:15])[CH:12]=[C:11]([O:17][CH3:18])[N:10]=2)[C:3]=1[NH:19][S:20]([CH:23]([F:25])[F:24])(=[O:22])=[O:21]. The catalyst class is: 21. (6) Reactant: C([C:5]1C=C(C)C=C(C(C)(C)C)[C:6]=1[OH:16])(C)(C)C.[C:17]([O-:30])(=[O:29])[CH2:18][CH2:19]CCCCCCCCC.[C:17]([O-:30])(=[O:29])[CH2:18][CH2:19]CCCCCCCCC.C([Sn+2]CCCC)CCC.P(OC1C=CC(N=C=O)=CC=1)(OC1C=CC(N=C=O)=CC=1)(OC1C=CC([N:63]=[C:64]=[O:65])=CC=1)=S.C(OCCO)(=O)C=C.[N-]=C=O. Product: [C:17]([OH:30])(=[O:29])[CH:18]=[CH2:19].[NH2:63][C:64]([O:16][CH2:6][CH3:5])=[O:65]. The catalyst class is: 13.